From a dataset of Full USPTO retrosynthesis dataset with 1.9M reactions from patents (1976-2016). Predict the reactants needed to synthesize the given product. (1) The reactants are: [H-].[Na+].[C:3]([C:7]([C:10]([C:13]([C:16]([CH2:19][OH:20])([F:18])[F:17])([F:15])[F:14])([F:12])[F:11])([F:9])[F:8])([F:6])([F:5])[F:4].[OH-:21].[Na+].Cl.[OH2:24]. Given the product [C:3]([C:7]([C:10]([C:13]([C:16]([CH2:19][O:20][C:7]([C:10]([OH:24])=[O:21])([C:3]([F:6])([F:5])[F:4])[F:8])([F:17])[F:18])([F:15])[F:14])([F:12])[F:11])([F:9])[F:8])([F:6])([F:5])[F:4], predict the reactants needed to synthesize it. (2) Given the product [CH3:1][O:2][C:3](=[O:22])[CH2:4][CH2:5][CH2:6][CH2:7][C:8]1[O:9][CH:10]=[C:11]([C:13]2[CH:18]=[CH:17][CH:16]=[CH:15][C:14]=2[NH2:19])[N:12]=1, predict the reactants needed to synthesize it. The reactants are: [CH3:1][O:2][C:3](=[O:22])[CH2:4][CH2:5][CH2:6][CH2:7][C:8]1[O:9][CH:10]=[C:11]([C:13]2[CH:18]=[CH:17][CH:16]=[CH:15][C:14]=2[N+:19]([O-])=O)[N:12]=1.[H][H]. (3) Given the product [CH2:1]([O:3][C:4]([C:6]1[O:7][C:8]2[CH:15]=[CH:14][CH:13]=[C:12]([C:28]#[C:27][CH2:26][O:25][CH3:24])[C:9]=2[C:10]=1[CH3:11])=[O:5])[CH3:2], predict the reactants needed to synthesize it. The reactants are: [CH2:1]([O:3][C:4]([C:6]1[O:7][C:8]2[CH:15]=[CH:14][CH:13]=[C:12](OS(C(F)(F)F)(=O)=O)[C:9]=2[C:10]=1[CH3:11])=[O:5])[CH3:2].[CH3:24][O:25][CH2:26][C:27]#[CH:28].C(N(CC)CC)C.C(OCC)(=O)C.CCCCCC. (4) Given the product [CH2:1]([C:5]1[CH:6]=[CH:7][C:8]([C:11]#[C:12][C:13]2[CH:33]=[CH:32][C:16]([CH2:17][N:18]([C:19]3[CH:20]=[CH:21][C:22]4[C:27](=[O:28])[O:26][C:25]([CH3:29])([CH3:30])[O:24][C:23]=4[CH:31]=3)[C:34](=[O:40])[CH2:35][CH2:36][CH2:37][CH2:38][CH3:39])=[CH:15][CH:14]=2)=[CH:9][CH:10]=1)[CH2:2][CH2:3][CH3:4], predict the reactants needed to synthesize it. The reactants are: [CH2:1]([C:5]1[CH:10]=[CH:9][C:8]([C:11]#[C:12][C:13]2[CH:33]=[CH:32][C:16]([CH2:17][NH:18][C:19]3[CH:20]=[CH:21][C:22]4[C:27](=[O:28])[O:26][C:25]([CH3:30])([CH3:29])[O:24][C:23]=4[CH:31]=3)=[CH:15][CH:14]=2)=[CH:7][CH:6]=1)[CH2:2][CH2:3][CH3:4].[C:34](Cl)(=[O:40])[CH2:35][CH2:36][CH2:37][CH2:38][CH3:39]. (5) Given the product [N:12]1[N:11]([C:5]2[CH:4]=[CH:3][CH:2]=[CH:10][C:6]=2[C:7]([OH:9])=[O:8])[N:15]=[CH:14][CH:13]=1, predict the reactants needed to synthesize it. The reactants are: F[C:2]1[CH:3]=[CH:4][C:5]([N:11]2[N:15]=[CH:14][CH:13]=[N:12]2)=[C:6]([CH:10]=1)[C:7]([OH:9])=[O:8].FC1C=CC(I)=C(C=1)C(O)=O. (6) Given the product [NH2:15][C:5]1[CH:4]=[CH:3][C:2]([F:1])=[CH:7][C:6]=1[NH:8][CH:9]1[CH2:10][CH:11]([C:13]#[N:14])[CH2:12]1, predict the reactants needed to synthesize it. The reactants are: [F:1][C:2]1[CH:3]=[CH:4][C:5]([N+:15]([O-])=O)=[C:6]([NH:8][CH:9]2[CH2:12][CH:11]([C:13]#[N:14])[CH2:10]2)[CH:7]=1.[Cl-].[NH4+].